This data is from Full USPTO retrosynthesis dataset with 1.9M reactions from patents (1976-2016). The task is: Predict the reactants needed to synthesize the given product. (1) Given the product [I:12][C:3]1[C:4]2[C:9]([CH:10]=[O:11])=[CH:8][CH:7]=[N:6][C:5]=2[N:1]([S:20]([C:23]2[CH:29]=[CH:28][C:26]([CH3:27])=[CH:25][CH:24]=2)(=[O:22])=[O:21])[CH:2]=1, predict the reactants needed to synthesize it. The reactants are: [NH:1]1[C:5]2[N:6]=[CH:7][CH:8]=[C:9]([CH:10]=[O:11])[C:4]=2[CH:3]=[CH:2]1.[I:12]I.[I-].[Na+].[OH-].[Na+].[H-].[Na+].[S:20](Cl)([C:23]1[CH:29]=[CH:28][C:26]([CH3:27])=[CH:25][CH:24]=1)(=[O:22])=[O:21]. (2) Given the product [NH2:1][CH2:4][CH2:5][CH2:6][CH:7]1[CH2:12][CH2:11][N:10]([C:13]([O:15][CH:16]([CH3:18])[CH3:17])=[O:14])[CH2:9][CH2:8]1, predict the reactants needed to synthesize it. The reactants are: [N:1]([CH2:4][CH2:5][CH2:6][CH:7]1[CH2:12][CH2:11][N:10]([C:13]([O:15][CH:16]([CH3:18])[CH3:17])=[O:14])[CH2:9][CH2:8]1)=[N+]=[N-].CC(O)=O. (3) Given the product [CH3:1][O:2][C:3](=[O:10])[CH2:4][C@H:5]1[CH2:8][C@@H:7]([OH:9])[CH2:6]1, predict the reactants needed to synthesize it. The reactants are: [CH3:1][O:2][C:3](=[O:10])[CH2:4][CH:5]1[CH2:8][C:7](=[O:9])[CH2:6]1.[BH4-].[Na+].O. (4) Given the product [CH:19]1([C:22]2[CH:23]=[C:24]([CH3:34])[C:25]([N:28]3[CH2:29][CH2:30][N:31]([C:11]([C:10]4[CH:9]=[CH:8][C:7]([N:5]5[CH2:6][CH:2]([CH3:1])[CH2:3][C:4]5=[O:18])=[CH:17][CH:16]=4)=[O:13])[CH2:32][CH2:33]3)=[N:26][CH:27]=2)[CH2:21][CH2:20]1, predict the reactants needed to synthesize it. The reactants are: [CH3:1][CH:2]1[CH2:6][N:5]([C:7]2[CH:17]=[CH:16][C:10]([C:11]([O:13]CC)=O)=[CH:9][CH:8]=2)[C:4](=[O:18])[CH2:3]1.[CH:19]1([C:22]2[CH:23]=[C:24]([CH3:34])[C:25]([N:28]3[CH2:33][CH2:32][NH:31][CH2:30][CH2:29]3)=[N:26][CH:27]=2)[CH2:21][CH2:20]1. (5) Given the product [Cl:1][C:2]1[CH:3]=[C:4]([CH:32]=[CH:33][CH:34]=1)[CH2:5][N:6]1[C:10]2=[C:11]([N:20]3[CH2:29][CH2:28][C:27]4[C:22](=[CH:23][CH:24]=[CH:25][CH:26]=4)[CH2:21]3)[N:12]=[C:13]([C:15]3[N:19]([CH3:35])[N:18]=[N:17][N:16]=3)[CH:14]=[C:9]2[C:8]([CH3:30])=[C:7]1[CH3:31], predict the reactants needed to synthesize it. The reactants are: [Cl:1][C:2]1[CH:3]=[C:4]([CH:32]=[CH:33][CH:34]=1)[CH2:5][N:6]1[C:10]2=[C:11]([N:20]3[CH2:29][CH2:28][C:27]4[C:22](=[CH:23][CH:24]=[CH:25][CH:26]=4)[CH2:21]3)[N:12]=[C:13]([C:15]3[NH:19][N:18]=[N:17][N:16]=3)[CH:14]=[C:9]2[C:8]([CH3:30])=[C:7]1[CH3:31].[C:35](=O)([O-])[O-].[K+].[K+].CN(C)C=O.IC. (6) Given the product [CH3:1][S:2]([OH:5])(=[O:4])=[O:3].[Cl:6][C:7]1[C:8]([CH3:41])=[C:9]([NH:13][C:14]([C:16]2[C:24]3[N:23]=[C:22]([CH2:25][O:26][CH3:27])[NH:21][C:20]=3[CH:19]=[C:18]([NH:28][C:29]([C:31]3[CH:36]=[CH:35][CH:34]=[CH:33][C:32]=3[C:37]([F:38])([F:39])[F:40])=[O:30])[CH:17]=2)=[O:15])[CH:10]=[CH:11][CH:12]=1, predict the reactants needed to synthesize it. The reactants are: [CH3:1][S:2]([OH:5])(=[O:4])=[O:3].[Cl:6][C:7]1[C:8]([CH3:41])=[C:9]([NH:13][C:14]([C:16]2[C:24]3[N:23]=[C:22]([CH2:25][O:26][CH3:27])[NH:21][C:20]=3[CH:19]=[C:18]([NH:28][C:29]([C:31]3[CH:36]=[CH:35][CH:34]=[CH:33][C:32]=3[C:37]([F:40])([F:39])[F:38])=[O:30])[CH:17]=2)=[O:15])[CH:10]=[CH:11][CH:12]=1. (7) The reactants are: P(Cl)(Cl)(Cl)(Cl)[Cl:2].[Na+].[C:8]1([CH3:18])[CH:13]=[CH:12][C:11]([S:14]([O-])(=[O:16])=[O:15])=[CH:10][CH:9]=1. Given the product [C:8]1([CH3:18])[CH:13]=[CH:12][C:11]([S:14]([Cl:2])(=[O:16])=[O:15])=[CH:10][CH:9]=1, predict the reactants needed to synthesize it. (8) Given the product [Cu:24].[C:1]([OH:10])(=[O:9])[C:2]1[C:3](=[CH:5][CH:6]=[CH:7][CH:8]=1)[OH:4], predict the reactants needed to synthesize it. The reactants are: [C:1]([OH:10])(=[O:9])[C:2]1[C:3](=[CH:5][CH:6]=[CH:7][CH:8]=1)[OH:4].[OH-].[Na+].C([O-])(=O)C1C(=CC=CC=1)O.[Na+].[Cu:24](Cl)Cl.[Cu]. (9) Given the product [Cl:1][C:2]1[CH:3]=[C:4]([NH:8][C:9]2[CH:14]=[C:13]([NH:15][CH:16]3[CH2:17][CH2:18]3)[N:12]3[N:19]=[CH:20][C:21]([CH:22]=[C:30]4[NH:24][C:25](=[O:26])[NH:27][C:28]4=[O:29])=[C:11]3[N:10]=2)[CH:5]=[CH:6][CH:7]=1, predict the reactants needed to synthesize it. The reactants are: [Cl:1][C:2]1[CH:3]=[C:4]([NH:8][C:9]2[CH:14]=[C:13]([NH:15][CH:16]3[CH2:18][CH2:17]3)[N:12]3[N:19]=[CH:20][C:21]([CH:22]=O)=[C:11]3[N:10]=2)[CH:5]=[CH:6][CH:7]=1.[NH:24]1[CH2:30][C:28](=[O:29])[NH:27][C:25]1=[O:26].N1CCCCC1. (10) Given the product [CH3:1][C:2]1[N:6]([C@@H:7]2[CH2:8][CH2:9][C@H:10]([NH:13][CH2:30][C@@H:25]3[CH2:24][C:23]4[C:27](=[CH:28][CH:29]=[C:21]([C:19]#[N:20])[CH:22]=4)[CH2:26]3)[CH2:11][CH2:12]2)[C:5]2[CH:14]=[CH:15][C:16]([CH3:18])=[CH:17][C:4]=2[N:3]=1, predict the reactants needed to synthesize it. The reactants are: [CH3:1][C:2]1[N:6]([C@@H:7]2[CH2:12][CH2:11][C@H:10]([NH2:13])[CH2:9][CH2:8]2)[C:5]2[CH:14]=[CH:15][C:16]([CH3:18])=[CH:17][C:4]=2[N:3]=1.[C:19]([C:21]1[CH:22]=[C:23]2[C:27](=[CH:28][CH:29]=1)[CH2:26][C@H:25]([CH:30]=O)[CH2:24]2)#[N:20].